From a dataset of Forward reaction prediction with 1.9M reactions from USPTO patents (1976-2016). Predict the product of the given reaction. Given the reactants [CH2:1]([O:8][C:9]1[N:10]=[N:11][C:12]([C:23]#[C:24][C:25]2C=[CH:29][CH:28]=[CH:27][CH:26]=2)=[CH:13][C:14]=1[O:15][CH2:16][C:17]1[CH:22]=[CH:21][CH:20]=[CH:19][CH:18]=1)C1C=CC=CC=1.C(OC1N=NC(Cl)=CC=1OC[C:32]1[CH:37]=[CH:36][CH:35]=[CH:34][CH:33]=1)[C:32]1[CH:37]=[CH:36][CH:35]=[CH:34][CH:33]=1.C(C1CCCC1)#C, predict the reaction product. The product is: [CH2:1]([O:8][C:9]1[N:10]=[N:11][C:12]([C:23]#[C:24][CH:25]2[CH2:26][CH2:27][CH2:28][CH2:29]2)=[CH:13][C:14]=1[O:15][CH2:16][C:17]1[CH:22]=[CH:21][CH:20]=[CH:19][CH:18]=1)[C:32]1[CH:37]=[CH:36][CH:35]=[CH:34][CH:33]=1.